Dataset: Peptide-MHC class I binding affinity with 185,985 pairs from IEDB/IMGT. Task: Regression. Given a peptide amino acid sequence and an MHC pseudo amino acid sequence, predict their binding affinity value. This is MHC class I binding data. (1) The peptide sequence is FTSYKRFVT. The binding affinity (normalized) is 0. The MHC is HLA-A02:01 with pseudo-sequence HLA-A02:01. (2) The peptide sequence is ILGPPGSVY. The MHC is HLA-A03:01 with pseudo-sequence HLA-A03:01. The binding affinity (normalized) is 0.376.